From a dataset of Full USPTO retrosynthesis dataset with 1.9M reactions from patents (1976-2016). Predict the reactants needed to synthesize the given product. (1) The reactants are: Br[C:2]1[CH:24]=[CH:23][C:5]([C:6]([N:8]2[CH2:13][CH2:12][N:11]([C:14]3[C:21]([CH3:22])=[CH:20][C:17]([C:18]#[N:19])=[CH:16][N:15]=3)[CH2:10][CH2:9]2)=[O:7])=[C:4]([CH3:25])[CH:3]=1.[O:26]1[CH2:30][CH2:29][NH:28][C:27]1=[O:31]. Given the product [C:18]([C:17]1[CH:20]=[C:21]([CH3:22])[C:14]([N:11]2[CH2:12][CH2:13][N:8]([C:6]([C:5]3[CH:23]=[CH:24][C:2]([N:28]4[CH2:29][CH2:30][O:26][C:27]4=[O:31])=[CH:3][C:4]=3[CH3:25])=[O:7])[CH2:9][CH2:10]2)=[N:15][CH:16]=1)#[N:19], predict the reactants needed to synthesize it. (2) Given the product [F:32][C:33]1[C:34]([C:24]2[CH:23]=[CH:22][N:21]=[CH:20][C:19]=2[NH:2][CH3:3])=[N:35][CH:36]=[CH:37][CH:38]=1, predict the reactants needed to synthesize it. The reactants are: C[N:2]([C:19]1[CH:20]=[N:21][CH:22]=[CH:23][C:24]=1N1CCCCC1C)[C:3](=O)C1C=C(C(F)(F)F)C=C(C(F)(F)F)C=1.[F:32][C:33]1[C:34](B2OC(C)(C)C(C)(C)O2)=[N:35][CH:36]=[CH:37][CH:38]=1.C(=O)([O-])[O-].[Cs+].[Cs+]. (3) Given the product [CH2:1]([O:8][C:9]1[CH:10]=[C:11]([C:15]2[CH:16]=[C:17]([CH:25]3[CH2:30][CH2:29][N:28]([C:34](=[O:35])[CH2:33][N:32]([CH3:37])[CH3:31])[CH2:27][CH2:26]3)[N:18]3[C:23]=2[C:22]([NH2:24])=[N:21][CH:20]=[N:19]3)[CH:12]=[CH:13][CH:14]=1)[C:2]1[CH:3]=[CH:4][CH:5]=[CH:6][CH:7]=1, predict the reactants needed to synthesize it. The reactants are: [CH2:1]([O:8][C:9]1[CH:10]=[C:11]([C:15]2[CH:16]=[C:17]([CH:25]3[CH2:30][CH2:29][NH:28][CH2:27][CH2:26]3)[N:18]3[C:23]=2[C:22]([NH2:24])=[N:21][CH:20]=[N:19]3)[CH:12]=[CH:13][CH:14]=1)[C:2]1[CH:7]=[CH:6][CH:5]=[CH:4][CH:3]=1.[CH3:31][N:32]([CH3:37])[CH2:33][C:34](O)=[O:35]. (4) Given the product [Br:11][C:12]1[CH:17]=[CH:16][C:15]([O:10][CH:7]2[CH2:8][CH2:9][N:4]([CH3:3])[CH2:5][CH2:6]2)=[CH:14][C:13]=1[O:19][CH3:20], predict the reactants needed to synthesize it. The reactants are: [H-].[Na+].[CH3:3][N:4]1[CH2:9][CH2:8][CH:7]([OH:10])[CH2:6][CH2:5]1.[Br:11][C:12]1[CH:17]=[CH:16][C:15](F)=[CH:14][C:13]=1[O:19][CH3:20].O.